This data is from Full USPTO retrosynthesis dataset with 1.9M reactions from patents (1976-2016). The task is: Predict the reactants needed to synthesize the given product. (1) Given the product [NH2:1][C:2]1[N:3]=[C:4]([S:11][CH3:12])[C:5]([C:9]#[N:10])=[C:6]([C:18]2[CH:23]=[CH:22][CH:21]=[CH:20][N:19]=2)[N:7]=1, predict the reactants needed to synthesize it. The reactants are: [NH2:1][C:2]1[N:7]=[C:6](Br)[C:5]([C:9]#[N:10])=[C:4]([S:11][CH3:12])[N:3]=1.C([Sn](CCCC)(CCCC)[C:18]1[CH:23]=[CH:22][CH:21]=[CH:20][N:19]=1)CCC. (2) Given the product [Cl:21][C:14]1[C:15]([F:20])=[CH:16][CH:17]=[C:18]([F:19])[C:13]=1[CH2:12][N:8]1[C:6]2=[N:7][C:2]([C:33]3[CH:32]=[N:31][N:30]([CH2:29][CH2:28][N:25]4[CH2:26][CH2:27][O:22][CH2:23][CH2:24]4)[CH:34]=3)=[CH:3][N:4]=[C:5]2[NH:11][CH2:10][CH2:9]1, predict the reactants needed to synthesize it. The reactants are: Br[C:2]1[N:7]=[C:6]2[N:8]([CH2:12][C:13]3[C:18]([F:19])=[CH:17][CH:16]=[C:15]([F:20])[C:14]=3[Cl:21])[CH2:9][CH2:10][NH:11][C:5]2=[N:4][CH:3]=1.[O:22]1[CH2:27][CH2:26][N:25]([CH2:28][CH2:29][N:30]2[CH:34]=[C:33](B(O)O)[CH:32]=[N:31]2)[CH2:24][CH2:23]1. (3) Given the product [CH3:18][Sn:19]([CH3:21])([CH3:20])[C:5]1[S:1][C:2]2=[CH:12][C:11]3[CH:10]=[C:9]([Sn:19]([CH3:21])([CH3:20])[CH3:18])[S:8][C:7]=3[CH:6]=[C:3]2[CH:4]=1, predict the reactants needed to synthesize it. The reactants are: [S:1]1[CH:5]=[CH:4][C:3]2=[CH:6][C:7]3[S:8][CH:9]=[CH:10][C:11]=3[CH:12]=[C:2]12.C([Li])(C)(C)C.[CH3:18][Sn:19](Cl)([CH3:21])[CH3:20]. (4) Given the product [Cl:25][C:47]1[CH:4]=[C:5]([S:8]([NH2:11])(=[O:10])=[O:9])[CH:51]=[N:45][C:46]=1[NH:24][CH:21]1[CH2:22][CH2:23][N:18]([CH:15]2[CH2:17][CH2:16]2)[CH2:19][CH2:20]1, predict the reactants needed to synthesize it. The reactants are: ClC1C=C[C:5]([S:8]([NH2:11])(=[O:10])=[O:9])=[CH:4]C=1[N+]([O-])=O.[CH:15]1([N:18]2[CH2:23][CH2:22][CH:21]([NH2:24])[CH2:20][CH2:19]2)[CH2:17][CH2:16]1.[ClH:25].Cl.CN1CCN(N)CC1.CCN(C(C)C)C(C)C.[CH3:47][N:45]([CH3:51])[CH2:46][CH2:47][N:45]([CH3:51])[CH3:46]. (5) Given the product [C:19]([SiH2:16][O:7][C:3]([CH3:4])([CH3:25])[C:2]1[O:1][CH:12]=[N:11][C:14]=1[CH3:15])([CH3:22])([CH3:21])[CH3:20], predict the reactants needed to synthesize it. The reactants are: [OH:1][CH2:2][C:3]1[O:7]C=N[C:4]=1C.C([N:11]([CH2:14][CH3:15])[CH2:12]C)C.[Si:16](Cl)([C:19]([CH3:22])([CH3:21])[CH3:20])(C)C.O.[CH:25](Cl)(Cl)Cl.